From a dataset of Full USPTO retrosynthesis dataset with 1.9M reactions from patents (1976-2016). Predict the reactants needed to synthesize the given product. (1) Given the product [OH:2][C:3]1[CH:11]=[C:10]2[C:6]([C:7]([C:12]([OH:14])=[O:13])=[N:8][NH:9]2)=[CH:5][CH:4]=1, predict the reactants needed to synthesize it. The reactants are: C[O:2][C:3]1[CH:11]=[C:10]2[C:6]([C:7]([C:12]([OH:14])=[O:13])=[N:8][NH:9]2)=[CH:5][CH:4]=1. (2) Given the product [F:1][C:2]1[N:7]=[C:6]2[S:11][C:9]([NH2:10])=[N:8][C:5]2=[CH:4][CH:3]=1, predict the reactants needed to synthesize it. The reactants are: [F:1][C:2]1[N:7]=[CH:6][C:5]([NH2:8])=[CH:4][CH:3]=1.[C:9]([S-:11])#[N:10].[K+].BrBr.O. (3) Given the product [OH:9][CH:8]1[CH:7]=[C:6]([CH3:10])[C:5](=[O:11])[N:4]1[CH2:3][O:2][CH3:1], predict the reactants needed to synthesize it. The reactants are: [CH3:1][O:2][CH2:3][N:4]1[C:8](=[O:9])[CH:7]=[C:6]([CH3:10])[C:5]1=[O:11]. (4) Given the product [C:37]([O:36][C:34](=[O:35])[NH:33][C@@H:25]([CH2:26][C:27]1[CH:32]=[CH:31][CH:30]=[CH:29][CH:28]=1)[CH:24]=[O:23])([CH3:40])([CH3:38])[CH3:39], predict the reactants needed to synthesize it. The reactants are: C(OC(=O)N[C@H](C1NC=CN=1)CC1C=CC=CC=1)(C)(C)C.C[O:23][C:24](=O)[C@@H:25]([NH:33][C:34]([O:36][C:37]([CH3:40])([CH3:39])[CH3:38])=[O:35])[CH2:26][C:27]1[CH:32]=[CH:31][CH:30]=[CH:29][CH:28]=1.CC(C[AlH]CC(C)C)C.